This data is from Full USPTO retrosynthesis dataset with 1.9M reactions from patents (1976-2016). The task is: Predict the reactants needed to synthesize the given product. (1) Given the product [CH3:27][O:26][C:22]1[S:21][C:20]2=[N:19][C:18]([C:16]3[O:17][C:13]4[C:14](=[C:9]([OH:8])[CH:10]=[CH:11][CH:12]=4)[CH:15]=3)=[CH:25][N:24]2[N:23]=1, predict the reactants needed to synthesize it. The reactants are: C([O:8][C:9]1[C:14]2[CH:15]=[C:16]([C:18]3[N:19]=[C:20]4[N:24]([CH:25]=3)[N:23]=[C:22]([O:26][CH3:27])[S:21]4)[O:17][C:13]=2[CH:12]=[CH:11][CH:10]=1)C1C=CC=CC=1.CC1C(C)=C(C)C(C)=C(C)C=1.B(Cl)(Cl)Cl. (2) Given the product [CH3:9][CH:10]1[CH2:15][CH2:14][CH:13]([O:2][C:1]2[CH:3]=[C:4]([OH:5])[CH:6]=[CH:7][CH:8]=2)[CH2:12][CH2:11]1, predict the reactants needed to synthesize it. The reactants are: [C:1]1([CH:8]=[CH:7][CH:6]=[C:4]([OH:5])[CH:3]=1)[OH:2].[CH3:9][CH:10]1[CH2:15][CH2:14][CH:13](O)[CH2:12][CH2:11]1.C1(P(C2C=CC=CC=2)C2C=CC=CC=2)C=CC=CC=1.N(C(OC(C)C)=O)=NC(OC(C)C)=O. (3) Given the product [C:1]([C@@H:3]([NH:9][C:10]([C@@H:12]1[CH2:17][CH2:16][CH2:15][CH2:14][C@@H:13]1[NH:18][C:19]([C:21]1[N:22]([CH3:30])[C:23]2[C:28]([CH:29]=1)=[CH:27][CH:26]=[CH:25][CH:24]=2)=[O:20])=[O:11])[CH2:4][CH2:5][C:6]([N:31]1[CH2:36][CH2:35][O:34][CH2:33][CH2:32]1)=[O:8])#[N:2], predict the reactants needed to synthesize it. The reactants are: [C:1]([C@@H:3]([NH:9][C:10]([C@@H:12]1[CH2:17][CH2:16][CH2:15][CH2:14][C@@H:13]1[NH:18][C:19]([C:21]1[N:22]([CH3:30])[C:23]2[C:28]([CH:29]=1)=[CH:27][CH:26]=[CH:25][CH:24]=2)=[O:20])=[O:11])[CH2:4][CH2:5][C:6]([OH:8])=O)#[N:2].[NH:31]1[CH2:36][CH2:35][O:34][CH2:33][CH2:32]1.CCN=C=NCCCN(C)C.Cl.C1C=CC2N(O)N=NC=2C=1.CN1CCOCC1.